From a dataset of Catalyst prediction with 721,799 reactions and 888 catalyst types from USPTO. Predict which catalyst facilitates the given reaction. (1) Reactant: Cl.[NH2:2][C:3]1[S:4][CH:5]=[C:6]([C:8]2[CH:13]=[CH:12][C:11]([N:14]3[C:22]4[C:21](=[O:23])[N:20]([C:24]5[CH:29]=[CH:28][CH:27]=[C:26]([O:30]C)[CH:25]=5)[C:19](=[O:32])[NH:18][C:17]=4[CH:16]=[C:15]3[Cl:33])=[CH:10][CH:9]=2)[N:7]=1.C(Cl)Cl.B(Br)(Br)Br. Product: [ClH:33].[NH2:2][C:3]1[S:4][CH:5]=[C:6]([C:8]2[CH:9]=[CH:10][C:11]([N:14]3[C:22]4[C:21](=[O:23])[N:20]([C:24]5[CH:29]=[CH:28][CH:27]=[C:26]([OH:30])[CH:25]=5)[C:19](=[O:32])[NH:18][C:17]=4[CH:16]=[C:15]3[Cl:33])=[CH:12][CH:13]=2)[N:7]=1. The catalyst class is: 6. (2) Reactant: [NH2:1][C:2]1[C:3]2[C:10]([C:11]3[CH:20]=[C:19]4[C:14]([CH2:15][CH2:16][CH:17]([C:21]5[CH:26]=[CH:25][CH:24]=[CH:23][CH:22]=5)[O:18]4)=[CH:13][CH:12]=3)=[CH:9][N:8]([C@@H:27]3[CH2:30][C@H:29]([OH:31])[CH2:28]3)[C:4]=2[N:5]=[CH:6][N:7]=1.C(O)(=O)C1C=CC=CC=1.C1(P(C2C=CC=CC=2)C2C=CC=CC=2)C=CC=CC=1.N(C(OC(C)C)=O)=NC(OC(C)C)=O.C(=O)([O-])[O-].[K+].[K+]. Product: [NH2:1][C:2]1[C:3]2[C:10]([C:11]3[CH:20]=[C:19]4[C:14]([CH2:15][CH2:16][CH:17]([C:21]5[CH:26]=[CH:25][CH:24]=[CH:23][CH:22]=5)[O:18]4)=[CH:13][CH:12]=3)=[CH:9][N:8]([C@H:27]3[CH2:30][C@H:29]([OH:31])[CH2:28]3)[C:4]=2[N:5]=[CH:6][N:7]=1. The catalyst class is: 1. (3) The catalyst class is: 17. Product: [F:28][CH:25]1[CH2:26][CH2:27][N:22]([CH2:21][CH2:20][CH2:19][O:18][C:14]2[CH:13]=[C:12]3[C:17]([CH:8]([C:5]4[CH:6]=[N:7][C:2]([N:36]5[CH:40]=[CH:39][N:38]=[CH:37]5)=[CH:3][CH:4]=4)[CH2:9][N:10]([CH3:29])[CH2:11]3)=[CH:16][CH:15]=2)[CH2:23][CH2:24]1. Reactant: Br[C:2]1[N:7]=[CH:6][C:5]([CH:8]2[C:17]3[C:12](=[CH:13][C:14]([O:18][CH2:19][CH2:20][CH2:21][N:22]4[CH2:27][CH2:26][CH:25]([F:28])[CH2:24][CH2:23]4)=[CH:15][CH:16]=3)[CH2:11][N:10]([CH3:29])[CH2:9]2)=[CH:4][CH:3]=1.C([O-])([O-])=O.[K+].[K+].[NH:36]1[CH:40]=[CH:39][N:38]=[CH:37]1. (4) Reactant: [Cl:1][C:2]1[CH:3]=[CH:4][C:5]([N+:15]([O-:17])=[O:16])=[C:6]([N:8]2[CH2:13][CH2:12][N:11]([CH3:14])[CH2:10][CH2:9]2)[CH:7]=1.Cl[CH2:19][S:20]([C:23]1[CH:28]=[CH:27][C:26]([F:29])=[CH:25][CH:24]=1)(=[O:22])=[O:21].CC([O-])(C)C.[K+]. Product: [Cl:1][C:2]1[CH:3]=[C:4]([CH2:19][S:20]([C:23]2[CH:28]=[CH:27][C:26]([F:29])=[CH:25][CH:24]=2)(=[O:22])=[O:21])[C:5]([N+:15]([O-:17])=[O:16])=[C:6]([N:8]2[CH2:13][CH2:12][N:11]([CH3:14])[CH2:10][CH2:9]2)[CH:7]=1. The catalyst class is: 1. (5) Reactant: [CH:1]1([C:7]2[C:11]([CH2:12][OH:13])=[CH:10][N:9]([C:14]3[CH:19]=[CH:18][C:17]([C:20]([F:23])([F:22])[F:21])=[CH:16][N:15]=3)[N:8]=2)[CH2:6][CH2:5][CH2:4][CH2:3][CH2:2]1.O[C:25]1[CH:30]=[CH:29][CH:28]=[CH:27][C:26]=1[CH2:31][C:32]([O:34]C)=[O:33].C(P(CCCC)CCCC)CCC.N(C(N1CCCCC1)=O)=NC(N1CCCCC1)=O. Product: [CH:1]1([C:7]2[C:11]([CH2:12][O:13][C:25]3[CH:30]=[CH:29][CH:28]=[CH:27][C:26]=3[CH2:31][C:32]([OH:34])=[O:33])=[CH:10][N:9]([C:14]3[CH:19]=[CH:18][C:17]([C:20]([F:22])([F:21])[F:23])=[CH:16][N:15]=3)[N:8]=2)[CH2:2][CH2:3][CH2:4][CH2:5][CH2:6]1. The catalyst class is: 7. (6) Reactant: C(OC[O:5][C:6]1[CH:7]=[N:8][C:9]([C:12]2[CH:17]=[CH:16][C:15]([F:18])=[CH:14][CH:13]=2)=[N:10][CH:11]=1)C.Cl. Product: [F:18][C:15]1[CH:14]=[CH:13][C:12]([C:9]2[N:8]=[CH:7][C:6]([OH:5])=[CH:11][N:10]=2)=[CH:17][CH:16]=1. The catalyst class is: 5. (7) Reactant: FC(F)(F)C([NH:5][CH2:6][CH:7]1[O:12][CH2:11][CH2:10][N:9]([C:13]([O:15][CH2:16][C:17]2[CH:22]=[CH:21][CH:20]=[CH:19][CH:18]=2)=[O:14])[CH2:8]1)=O.C(=O)([O-])[O-].[K+].[K+]. Product: [NH2:5][CH2:6][CH:7]1[O:12][CH2:11][CH2:10][N:9]([C:13]([O:15][CH2:16][C:17]2[CH:22]=[CH:21][CH:20]=[CH:19][CH:18]=2)=[O:14])[CH2:8]1. The catalyst class is: 24.